This data is from Retrosynthesis with 50K atom-mapped reactions and 10 reaction types from USPTO. The task is: Predict the reactants needed to synthesize the given product. (1) Given the product CN(C)S(=O)(=O)c1cc(C(O)CBr)ccc1Cl, predict the reactants needed to synthesize it. The reactants are: CN(C)S(=O)(=O)c1cc(C(=O)CBr)ccc1Cl. (2) Given the product Cc1cc(NC(=O)c2cc(NC3CCCCC3)ncn2)c(C)cc1O, predict the reactants needed to synthesize it. The reactants are: Cc1cc(O)c(C)cc1N.O=C(O)c1cc(NC2CCCCC2)ncn1. (3) Given the product CCOC(=O)CC1CCN(Cc2ccn(-c3ccc(C(F)(F)F)cc3)c2)CC1, predict the reactants needed to synthesize it. The reactants are: CCOC(=O)CC1CCNCC1.O=Cc1ccn(-c2ccc(C(F)(F)F)cc2)c1. (4) The reactants are: CCC=Cc1cccc(C)n1. Given the product CCCCc1cccc(C)n1, predict the reactants needed to synthesize it. (5) Given the product CC(C)(C)OC(=O)n1cc(-c2cc3cnc(Nc4ccc(OCCN5CCOCC5)cc4)cc3n2C(=O)OC(C)(C)C)cn1, predict the reactants needed to synthesize it. The reactants are: CC(C)(C)OC(=O)n1cc(-c2cc3cnc(Br)cc3n2C(=O)OC(C)(C)C)cn1.Nc1ccc(OCCN2CCOCC2)cc1. (6) Given the product COC(=O)c1ccc2c(C3CCCCC3)c(-c3cc(N)c4nc(-c5sc(C)nc5C)ccc4c3)n(CC(=O)N3CCOCC3)c2c1, predict the reactants needed to synthesize it. The reactants are: COC(=O)c1ccc2c(C3CCCCC3)c(-c3cc([N+](=O)[O-])c4nc(-c5sc(C)nc5C)ccc4c3)n(CC(=O)N3CCOCC3)c2c1. (7) The reactants are: CCC1CCCC(I)C1.CSc1nsc(Cl)n1. Given the product CCC1CCCC(c2nc(SC)ns2)C1, predict the reactants needed to synthesize it. (8) Given the product CC(C)Oc1ccc(-c2noc(-c3ccc(N[C@H]4CC[C@@H](C(=O)O)C4)cc3)n2)cc1Cl, predict the reactants needed to synthesize it. The reactants are: CC(C)Oc1ccc(-c2noc(-c3ccc(F)cc3)n2)cc1Cl.N[C@H]1CC[C@@H](C(=O)O)C1. (9) Given the product O=S(=O)(Nc1cc(-n2c(C(F)F)nc3ccccc32)nc(N2CCOCC2)n1)c1ccc(CN2CCOCC2)cc1, predict the reactants needed to synthesize it. The reactants are: FC(F)c1nc2ccccc2n1-c1cc(Cl)nc(N2CCOCC2)n1.NS(=O)(=O)c1ccc(CN2CCOCC2)cc1. (10) Given the product Cn1nnn(-c2cccc(F)c2CBr)c1=O, predict the reactants needed to synthesize it. The reactants are: Cc1c(F)cccc1-n1nnn(C)c1=O.O=C1CCC(=O)N1Br.